From a dataset of Catalyst prediction with 721,799 reactions and 888 catalyst types from USPTO. Predict which catalyst facilitates the given reaction. (1) Reactant: Cl[C:2]1[C:3]2[N:10]([CH3:11])[C:9]([C:12]3[O:13][CH:14]=[CH:15][CH:16]=3)=[CH:8][C:4]=2[N:5]=[CH:6][N:7]=1.[NH2:17][C:18]1[CH:23]=[CH:22][C:21]([OH:24])=[CH:20][C:19]=1[Cl:25].C(=O)([O-])[O-].[K+].[K+].CN1CCCC1=O. Product: [Cl:25][C:19]1[CH:20]=[C:21]([O:24][C:2]2[C:3]3[N:10]([CH3:11])[C:9]([C:12]4[O:13][CH:14]=[CH:15][CH:16]=4)=[CH:8][C:4]=3[N:5]=[CH:6][N:7]=2)[CH:22]=[CH:23][C:18]=1[NH2:17]. The catalyst class is: 13. (2) Reactant: C([O:8][C:9]1[CH:14]=[CH:13][C:12]([NH:15][C:16]([C:18]2[CH:23]=[CH:22][CH:21]=[CH:20][N:19]=2)=[O:17])=[CH:11][CH:10]=1)C1C=CC=CC=1. Product: [OH:8][C:9]1[CH:10]=[CH:11][C:12]([NH:15][C:16]([C:18]2[CH:23]=[CH:22][CH:21]=[CH:20][N:19]=2)=[O:17])=[CH:13][CH:14]=1. The catalyst class is: 29. (3) Reactant: [Br:1][C:2]1[CH:12]=[CH:11][C:5]([CH:6]=[CH:7][C:8]([OH:10])=[O:9])=[CH:4][CH:3]=1.[Cl-].[NH4+]. Product: [Br:1][C:2]1[CH:3]=[CH:4][C:5]([CH2:6][CH2:7][C:8]([OH:10])=[O:9])=[CH:11][CH:12]=1. The catalyst class is: 9.